This data is from Forward reaction prediction with 1.9M reactions from USPTO patents (1976-2016). The task is: Predict the product of the given reaction. (1) Given the reactants [NH2:1][C:2]1[CH:10]=[CH:9][C:8]([CH3:11])=[CH:7][C:3]=1[C:4]([OH:6])=O.[NH2:12][CH2:13][CH2:14][CH2:15][C@H:16]1[O:20][C:19](=[O:21])[N:18]([C:22]2[CH:23]=[CH:24][C:25]3[S:30][CH2:29][C:28](=[O:31])[NH:27][C:26]=3[CH:32]=2)[CH2:17]1, predict the reaction product. The product is: [NH2:1][C:2]1[CH:10]=[CH:9][C:8]([CH3:11])=[CH:7][C:3]=1[C:4]([NH:12][CH2:13][CH2:14][CH2:15][C@H:16]1[O:20][C:19](=[O:21])[N:18]([C:22]2[CH:23]=[CH:24][C:25]3[S:30][CH2:29][C:28](=[O:31])[NH:27][C:26]=3[CH:32]=2)[CH2:17]1)=[O:6]. (2) Given the reactants [F:1][C:2]1[CH:3]=[C:4]([C:8]([C:10]2[CH:15]=[CH:14][C:13]([OH:16])=[C:12](I)[CH:11]=2)=[O:9])[CH:5]=[CH:6][CH:7]=1.[CH2:18]([N:22]1[CH2:26][CH2:25][CH2:24][C@H:23]1[CH3:27])[CH2:19][C:20]#[CH:21], predict the reaction product. The product is: [F:1][C:2]1[CH:3]=[C:4]([C:8]([C:10]2[CH:15]=[CH:14][C:13]3[O:16][C:20]([CH2:19][CH2:18][N:22]4[CH2:26][CH2:25][CH2:24][C@H:23]4[CH3:27])=[CH:21][C:12]=3[CH:11]=2)=[O:9])[CH:5]=[CH:6][CH:7]=1. (3) Given the reactants [OH:1][C:2]1[CH:9]=[CH:8][C:5]([CH:6]=[O:7])=[CH:4][CH:3]=1.N1C=CN=C1.[Si:15](Cl)([C:18]([CH3:21])([CH3:20])[CH3:19])([CH3:17])[CH3:16].CO, predict the reaction product. The product is: [Si:15]([O:1][C:2]1[CH:9]=[CH:8][C:5]([CH:6]=[O:7])=[CH:4][CH:3]=1)([C:18]([CH3:21])([CH3:20])[CH3:19])([CH3:17])[CH3:16]. (4) Given the reactants C(NC(C)C)(C)C.C([Li])CCC.[C:13]([O:16][C:17]([CH3:20])([CH3:19])[CH3:18])(=[O:15])[CH3:14].[CH3:21][S:22][C:23]1[N:28]=[C:27]([CH:29]=[O:30])[CH:26]=[CH:25][N:24]=1.[NH4+].[Cl-], predict the reaction product. The product is: [C:17]([O:16][C:13](=[O:15])[CH2:14][CH:29]([OH:30])[C:27]1[CH:26]=[CH:25][N:24]=[C:23]([S:22][CH3:21])[N:28]=1)([CH3:20])([CH3:19])[CH3:18]. (5) Given the reactants [CH2:1]([N:3]1[C:11]2[C:6](=[CH:7][CH:8]=[C:9]([C:12]([F:15])([F:14])[F:13])[CH:10]=2)[C:5]([C:16]#[N:17])=[C:4]1[N:18]1[CH2:23][CH2:22][NH:21][CH2:20][CH2:19]1)[CH3:2].N1C=CC=CC=1.[CH:30]1([S:33](Cl)(=[O:35])=[O:34])[CH2:32][CH2:31]1, predict the reaction product. The product is: [CH:30]1([S:33]([N:21]2[CH2:20][CH2:19][N:18]([C:4]3[N:3]([CH2:1][CH3:2])[C:11]4[C:6]([C:5]=3[C:16]#[N:17])=[CH:7][CH:8]=[C:9]([C:12]([F:14])([F:15])[F:13])[CH:10]=4)[CH2:23][CH2:22]2)(=[O:35])=[O:34])[CH2:32][CH2:31]1. (6) Given the reactants [NH2:1][C:2]1[CH:3]=[C:4]2[C:20](=[O:21])[NH:19][N:18]=[CH:17][C:6]3=[C:7]([C:11]4[CH:16]=[CH:15][CH:14]=[CH:13][CH:12]=4)[NH:8][C:9]([CH:10]=1)=[C:5]23.[C:22]1([CH2:28][CH2:29][CH2:30][C:31](O)=[O:32])[CH:27]=[CH:26][CH:25]=[CH:24][CH:23]=1.C(N(CC)CC)C.F[P-](F)(F)(F)(F)F.N1(OC(N(C)C)=[N+](C)C)C2N=CC=CC=2N=N1, predict the reaction product. The product is: [O:21]=[C:20]1[C:4]2[C:5]3[C:6](=[C:7]([C:11]4[CH:12]=[CH:13][CH:14]=[CH:15][CH:16]=4)[NH:8][C:9]=3[CH:10]=[C:2]([NH:1][C:31](=[O:32])[CH2:30][CH2:29][CH2:28][C:22]3[CH:27]=[CH:26][CH:25]=[CH:24][CH:23]=3)[CH:3]=2)[CH:17]=[N:18][NH:19]1. (7) Given the reactants [CH3:1][N:2]1[CH2:7][CH2:6][N:5]([C:8]2[N:13]=[CH:12][C:11]([NH2:14])=[CH:10][CH:9]=2)[CH2:4][CH2:3]1.[S:15]1[CH:19]=[C:18]([C:20]2[C:29]3[N:28]=[CH:27][CH:26]=[N:25][C:24]=3[C:23]([C:30](O)=[O:31])=[CH:22][CH:21]=2)[C:17]2[CH:33]=[CH:34][CH:35]=[CH:36][C:16]1=2, predict the reaction product. The product is: [CH3:1][N:2]1[CH2:7][CH2:6][N:5]([C:8]2[N:13]=[CH:12][C:11]([NH:14][C:30]([C:23]3[C:24]4[N:25]=[CH:26][CH:27]=[N:28][C:29]=4[C:20]([C:18]4[C:17]5[CH:33]=[CH:34][CH:35]=[CH:36][C:16]=5[S:15][CH:19]=4)=[CH:21][CH:22]=3)=[O:31])=[CH:10][CH:9]=2)[CH2:4][CH2:3]1. (8) Given the reactants [F:1][C:2]([F:12])([F:11])[C:3]1[CH:10]=[CH:9][CH:8]=[CH:7][C:4]=1[CH2:5]Br.C([O-])([O-])=O.[K+].[K+].[C:19]([O:23][C:24](=[O:49])[CH2:25][N:26]1[C:30]2[CH:31]=[CH:32][C:33]([NH:35][S:36]([C:39]3[CH:44]=[CH:43][C:42]([F:45])=[CH:41][CH:40]=3)(=[O:38])=[O:37])=[CH:34][C:29]=2[N:28]=[C:27]1[CH2:46][CH2:47][CH3:48])([CH3:22])([CH3:21])[CH3:20], predict the reaction product. The product is: [C:19]([O:23][C:24](=[O:49])[CH2:25][N:26]1[C:30]2[CH:31]=[CH:32][C:33]([N:35]([CH2:5][C:4]3[CH:7]=[CH:8][CH:9]=[CH:10][C:3]=3[C:2]([F:12])([F:11])[F:1])[S:36]([C:39]3[CH:40]=[CH:41][C:42]([F:45])=[CH:43][CH:44]=3)(=[O:37])=[O:38])=[CH:34][C:29]=2[N:28]=[C:27]1[CH2:46][CH2:47][CH3:48])([CH3:22])([CH3:21])[CH3:20]. (9) Given the reactants [Cl:1][C:2]1[CH:3]=[CH:4][C:5]2[N:11](CC3C=CC(OC)=CC=3OC)[C:10](=[O:23])[CH:9]([CH2:24][N:25]3[C:29]([CH2:30][CH2:31][C:32]([O:34][CH2:35][CH3:36])=[O:33])=[N:28][N:27]=[N:26]3)[CH2:8][CH:7]([C:37]3[CH:42]=[CH:41][CH:40]=[C:39]([O:43][CH3:44])[C:38]=3[O:45][CH3:46])[C:6]=2[CH:47]=1.[N+]([O-])(O)=O.[N+]([O-])(O)=O.[N+]([O-])(O)=O.[N+]([O-])(O)=O.[N+]([O-])(O)=O.[N+]([O-])(O)=O.[Ce].C(=O)(O)[O-].[Na+].C(OCC)(=O)C, predict the reaction product. The product is: [Cl:1][C:2]1[CH:3]=[CH:4][C:5]2[NH:11][C:10](=[O:23])[CH:9]([CH2:24][N:25]3[C:29]([CH2:30][CH2:31][C:32]([O:34][CH2:35][CH3:36])=[O:33])=[N:28][N:27]=[N:26]3)[CH2:8][CH:7]([C:37]3[CH:42]=[CH:41][CH:40]=[C:39]([O:43][CH3:44])[C:38]=3[O:45][CH3:46])[C:6]=2[CH:47]=1. (10) Given the reactants [F:1][C:2]1[CH:17]=[C:16]([N+:18]([O-])=O)[CH:15]=[CH:14][C:3]=1[O:4][C:5]1[C:6]2[NH:13][CH:12]=[CH:11][C:7]=2[N:8]=[CH:9][N:10]=1.[H][H], predict the reaction product. The product is: [N:8]1[C:7]2[CH:11]=[CH:12][NH:13][C:6]=2[C:5]([O:4][C:3]2[CH:14]=[CH:15][C:16]([NH2:18])=[CH:17][C:2]=2[F:1])=[N:10][CH:9]=1.